From a dataset of Full USPTO retrosynthesis dataset with 1.9M reactions from patents (1976-2016). Predict the reactants needed to synthesize the given product. (1) Given the product [CH3:1][C:2]1[CH:3]=[C:4]([CH2:8][CH2:9][O:10][C:11]2[N:12]=[C:13]([NH2:50])[C:14]3[N:15]=[CH:16][N:17]([C:48]=3[N:49]=2)[C@@H:18]2[O:47][C@H:37]([CH2:38][OH:39])[C@@H:28]([OH:29])[C@H:19]2[OH:20])[CH:5]=[CH:6][CH:7]=1, predict the reactants needed to synthesize it. The reactants are: [CH3:1][C:2]1[CH:3]=[C:4]([CH2:8][CH2:9][O:10][C:11]2[N:12]=[C:13]([NH2:50])[C:14]3[N:15]=[CH:16][N:17]([C:48]=3[N:49]=2)[C@@H:18]2[O:47][C@H:37]([CH2:38][O:39][Si](C(C)(C)C)(C)C)[C@@H:28]([O:29][Si](C(C)(C)C)(C)C)[C@H:19]2[O:20][Si](C(C)(C)C)(C)C)[CH:5]=[CH:6][CH:7]=1.[F-].[NH4+]. (2) Given the product [Br:23][C:16]1[N:17]=[CH:18][N:14]([C:11]2[CH:12]=[CH:13][C:8]([O:7][C:2]([F:20])([F:1])[C:3]([F:6])([F:5])[F:4])=[CH:9][CH:10]=2)[N:15]=1, predict the reactants needed to synthesize it. The reactants are: [F:1][C:2]([F:20])([O:7][C:8]1[CH:13]=[CH:12][C:11]([N:14]2[CH:18]=[N:17][C:16](O)=[N:15]2)=[CH:10][CH:9]=1)[C:3]([F:6])([F:5])[F:4].P(Br)(Br)([Br:23])=O.